Dataset: Full USPTO retrosynthesis dataset with 1.9M reactions from patents (1976-2016). Task: Predict the reactants needed to synthesize the given product. (1) Given the product [Cl:19][CH:2]([C:11]1[N:15]([CH3:16])[CH:14]=[N:13][CH:12]=1)[C:3]1[CH:10]=[CH:9][C:6]([C:7]#[N:8])=[CH:5][CH:4]=1, predict the reactants needed to synthesize it. The reactants are: O[CH:2]([C:11]1[N:15]([CH3:16])[CH:14]=[N:13][CH:12]=1)[C:3]1[CH:10]=[CH:9][C:6]([C:7]#[N:8])=[CH:5][CH:4]=1.O=S(Cl)[Cl:19]. (2) The reactants are: [C:1]([O:5][C:6]([N:8]1[CH:13]([C:14]2[O:18][N:17]=[C:16]([C:19]3[CH:24]=[CH:23][CH:22]=[C:21]([Cl:25])[CH:20]=3)[N:15]=2)[C:12](OC)=[N:11][CH2:10][CH2:9]1)=[O:7])([CH3:4])([CH3:3])[CH3:2].[CH3:28][O:29][C:30]1[CH:39]=[CH:38][C:33]([C:34]([NH:36][NH2:37])=O)=[CH:32][CH:31]=1. Given the product [C:1]([O:5][C:6]([N:8]1[CH2:9][CH2:10][N:11]2[C:34]([C:33]3[CH:38]=[CH:39][C:30]([O:29][CH3:28])=[CH:31][CH:32]=3)=[N:36][N:37]=[C:12]2[CH:13]1[C:14]1[O:18][N:17]=[C:16]([C:19]2[CH:24]=[CH:23][CH:22]=[C:21]([Cl:25])[CH:20]=2)[N:15]=1)=[O:7])([CH3:2])([CH3:3])[CH3:4], predict the reactants needed to synthesize it. (3) Given the product [Cl:1][C:2]1[CH:7]=[CH:6][C:5]([C:8]2[N:9]=[N:10][N:11]([CH3:13])[N:12]=2)=[CH:4][C:3]=1[C:14]1[CH:15]=[CH:16][C:17]([NH:20][C:28](=[O:29])[C:27]2[C:22]([CH3:21])=[CH:23][CH:24]=[N:25][CH:26]=2)=[N:18][CH:19]=1, predict the reactants needed to synthesize it. The reactants are: [Cl:1][C:2]1[CH:7]=[CH:6][C:5]([C:8]2[N:9]=[N:10][N:11]([CH3:13])[N:12]=2)=[CH:4][C:3]=1[C:14]1[CH:15]=[CH:16][C:17]([NH2:20])=[N:18][CH:19]=1.[CH3:21][C:22]1[C:27]([C:28](O)=[O:29])=[CH:26][N:25]=[CH:24][CH:23]=1.C(Cl)CCl. (4) Given the product [OH:22][C:23]1[CH:24]=[C:25]([CH:29]=[CH:30][C:31]=1[OH:32])[C:26]([N:1]1[CH2:6][CH2:5][CH:4]([C:7]2[CH:8]=[C:9]([CH:19]=[CH:20][CH:21]=2)[CH2:10][NH:11][C:12](=[O:18])[O:13][C:14]([CH3:17])([CH3:15])[CH3:16])[CH2:3][CH2:2]1)=[O:27], predict the reactants needed to synthesize it. The reactants are: [NH:1]1[CH2:6][CH2:5][CH:4]([C:7]2[CH:8]=[C:9]([CH:19]=[CH:20][CH:21]=2)[CH2:10][NH:11][C:12](=[O:18])[O:13][C:14]([CH3:17])([CH3:16])[CH3:15])[CH2:3][CH2:2]1.[OH:22][C:23]1[CH:24]=[C:25]([CH:29]=[CH:30][C:31]=1[OH:32])[C:26](O)=[O:27].CCN=C=NCCCN(C)C.C1C=CC2N(O)N=NC=2C=1.CCN(C(C)C)C(C)C. (5) Given the product [F:18][C:17]1[S:16][C:15]([NH:19][C:20]2[CH:25]=[CH:24][C:23]([F:26])=[CH:22][N:21]=2)=[N:14][C:13]=1[C:11]1[CH:12]=[N:8][NH:9][CH:10]=1, predict the reactants needed to synthesize it. The reactants are: COC1C=CC(C[N:8]2[CH:12]=[C:11]([C:13]3[N:14]=[C:15]([NH:19][C:20]4[CH:25]=[CH:24][C:23]([F:26])=[CH:22][N:21]=4)[S:16][C:17]=3[F:18])[CH:10]=[N:9]2)=CC=1.C([O-])([O-])=O.[Na+].[Na+]. (6) Given the product [CH3:1][O:2][C:3]1[CH:29]=[CH:28][C:6]2[N:7]([CH3:27])[C:8](=[O:26])[N:9]([CH2:10][C@H:11]3[CH2:16][CH2:15][C@H:14]([C:17]([N:19]4[CH2:24][CH2:23][N:22]([CH2:33][C:34](=[O:37])[CH2:35][CH3:36])[C:21](=[O:25])[CH2:20]4)=[O:18])[CH2:13][CH2:12]3)[C:5]=2[CH:4]=1, predict the reactants needed to synthesize it. The reactants are: [CH3:1][O:2][C:3]1[CH:29]=[CH:28][C:6]2[N:7]([CH3:27])[C:8](=[O:26])[N:9]([CH2:10][C@H:11]3[CH2:16][CH2:15][C@H:14]([C:17]([N:19]4[CH2:24][CH2:23][NH:22][C:21](=[O:25])[CH2:20]4)=[O:18])[CH2:13][CH2:12]3)[C:5]=2[CH:4]=1.[H-].[Na+].Br[CH2:33][C:34](=[O:37])[CH2:35][CH3:36].O. (7) Given the product [F:1][C:2]1[N:3]=[C:4]([CH2:8][C:15]2([OH:14])[CH2:16][N:17]([C:19]([O:21][C:22]([CH3:24])([CH3:23])[CH3:25])=[O:20])[CH2:18]2)[CH:5]=[CH:6][CH:7]=1, predict the reactants needed to synthesize it. The reactants are: [F:1][C:2]1[CH:7]=[CH:6][CH:5]=[C:4]([CH3:8])[N:3]=1.C([Li])CCC.[O:14]=[C:15]1[CH2:18][N:17]([C:19]([O:21][C:22]([CH3:25])([CH3:24])[CH3:23])=[O:20])[CH2:16]1.